Predict the reactants needed to synthesize the given product. From a dataset of Full USPTO retrosynthesis dataset with 1.9M reactions from patents (1976-2016). (1) Given the product [O-:1][N+:2]1[O:6][N:5]=[C:4]([O:7][CH2:8][CH2:9][C:10]([OH:12])=[O:11])[C:3]=1[S:17]([C:20]1[CH:25]=[CH:24][CH:23]=[CH:22][CH:21]=1)(=[O:18])=[O:19], predict the reactants needed to synthesize it. The reactants are: [O-:1][N+:2]1[O:6][N:5]=[C:4]([O:7][CH2:8][CH2:9][C:10]([O:12]C(C)(C)C)=[O:11])[C:3]=1[S:17]([C:20]1[CH:25]=[CH:24][CH:23]=[CH:22][CH:21]=1)(=[O:19])=[O:18].C(O)(C(F)(F)F)=O. (2) Given the product [C:20]([C:17]1[CH:18]=[C:19]2[C:14](=[CH:15][CH:16]=1)[N:13]([CH2:2][NH:3][C:4](=[O:9])[C:5]([CH3:8])([CH3:7])[CH3:6])[C:12]([C:22]1[CH:23]=[N:24][CH:25]=[CH:26][CH:27]=1)=[C:11]2[CH3:10])#[N:21], predict the reactants needed to synthesize it. The reactants are: Cl[CH2:2][NH:3][C:4](=[O:9])[C:5]([CH3:8])([CH3:7])[CH3:6].[CH3:10][C:11]1[C:19]2[C:14](=[CH:15][CH:16]=[C:17]([C:20]#[N:21])[CH:18]=2)[NH:13][C:12]=1[C:22]1[CH:23]=[N:24][CH:25]=[CH:26][CH:27]=1. (3) Given the product [NH2:6][C:7]1[N:12]=[CH:11][N:10]=[C:9]2[N:13]([C@H:30]3[CH2:35][CH2:34][C@@H:33]([N:36]4[CH2:41][CH2:40][N:39]([CH3:42])[CH2:38][CH2:37]4)[CH2:32][CH2:31]3)[N:14]=[C:15]([C:16]3[CH:17]=[CH:18][C:19]([NH:22][C:23]4[S:24][C:25]([CH3:2])=[C:26]([C:28]5[CH:47]=[CH:45][CH:44]=[CH:53][CH:29]=5)[N:27]=4)=[CH:20][CH:21]=3)[C:8]=12, predict the reactants needed to synthesize it. The reactants are: S1C=CN=[CH:2]1.[NH2:6][C:7]1[N:12]=[CH:11][N:10]=[C:9]2[N:13]([C@H:30]3[CH2:35][CH2:34][C@@H:33]([N:36]4[CH2:41][CH2:40][N:39]([CH3:42])[CH2:38][CH2:37]4)[CH2:32][CH2:31]3)[N:14]=[C:15]([C:16]3[CH:21]=[CH:20][C:19]([NH:22][C:23]4[S:24][CH:25]=[C:26]([CH2:28][CH3:29])[N:27]=4)=[CH:18][CH:17]=3)[C:8]=12.Br[CH:44]([CH3:53])[C:45]([C:47]1C=CC=CC=1)=O. (4) Given the product [Cl:1][C:2]1[CH:10]=[CH:9][C:8]([C:14]2[CH:15]=[CH:16][CH:17]=[C:12]([CH3:21])[CH:13]=2)=[CH:7][C:3]=1[C:4]([OH:6])=[O:5], predict the reactants needed to synthesize it. The reactants are: [Cl:1][C:2]1[CH:10]=[CH:9][C:8](I)=[CH:7][C:3]=1[C:4]([OH:6])=[O:5].[C:12]1([CH3:21])[CH:17]=[CH:16][CH:15]=[C:14](B(O)O)[CH:13]=1.C([O-])([O-])=O.[Na+].[Na+]. (5) Given the product [CH2:1]([O:8][C:9]1[CH:10]=[CH:11][C:12]2[C:13]3[N:21]([CH2:22][C:23]([NH:26][C:38](=[O:40])[CH3:39])([CH3:24])[CH3:25])[C:20]([CH2:27][O:28][CH2:29][CH3:30])=[N:19][C:14]=3[CH:15]=[N:16][C:17]=2[CH:18]=1)[C:2]1[CH:7]=[CH:6][CH:5]=[CH:4][CH:3]=1, predict the reactants needed to synthesize it. The reactants are: [CH2:1]([O:8][C:9]1[CH:10]=[CH:11][C:12]2[C:13]3[N:21]([CH2:22][C:23]([NH2:26])([CH3:25])[CH3:24])[C:20]([CH2:27][O:28][CH2:29][CH3:30])=[N:19][C:14]=3[CH:15]=[N:16][C:17]=2[CH:18]=1)[C:2]1[CH:7]=[CH:6][CH:5]=[CH:4][CH:3]=1.C(N(CC)CC)C.[C:38](Cl)(=[O:40])[CH3:39]. (6) The reactants are: C(=O)([O-])[O-].[K+].[K+].[OH:7][C:8]1[CH:17]=[C:16]([OH:18])[CH:15]=[CH:14][C:9]=1[C:10]([O:12][CH3:13])=[O:11].[Br:19][C:20]1[CH:27]=[C:26]([O:28][CH3:29])[C:25]([O:30][CH3:31])=[CH:24][C:21]=1[CH2:22]Br. Given the product [Br:19][C:20]1[CH:27]=[C:26]([O:28][CH3:29])[C:25]([O:30][CH3:31])=[CH:24][C:21]=1[CH2:22][O:18][C:16]1[CH:15]=[CH:14][C:9]([C:10]([O:12][CH3:13])=[O:11])=[C:8]([OH:7])[CH:17]=1, predict the reactants needed to synthesize it. (7) The reactants are: [Cl:1][C:2]1[CH:7]=[C:6]([Cl:8])[CH:5]=[CH:4][C:3]=1[C:9]1[C:17]2[C:13](=[C:14]([NH2:19])[N:15]([CH3:18])[N:16]=2)[CH:12]=[CH:11][CH:10]=1.ClC(Cl)(Cl)[C:22]([N:24]=[C:25]=[O:26])=O.[C:29]([O-])([O-])=O.[K+].[K+]. Given the product [Cl:1][C:2]1[CH:7]=[C:6]([Cl:8])[CH:5]=[CH:4][C:3]=1[C:9]1[C:17]2[C:13](=[C:14]([NH:19][C:25](=[O:26])[N:24]([CH3:29])[CH3:22])[N:15]([CH3:18])[N:16]=2)[CH:12]=[CH:11][CH:10]=1, predict the reactants needed to synthesize it.